From a dataset of Forward reaction prediction with 1.9M reactions from USPTO patents (1976-2016). Predict the product of the given reaction. The product is: [N:31]1([C:2]2[N:7]=[C:6]([N:8]3[CH2:12][CH2:11][CH2:10][CH:9]3[C:13]3[O:17][N:16]=[C:15]([C:18]4[CH:23]=[CH:22][CH:21]=[CH:20][N:19]=4)[CH:14]=3)[N:5]=[C:4]([NH:24][C:25]3[CH:29]=[C:28]([CH3:30])[NH:27][N:26]=3)[CH:3]=2)[CH2:36][CH2:35][NH:34][CH2:33][CH2:32]1. Given the reactants Cl[C:2]1[N:7]=[C:6]([N:8]2[CH2:12][CH2:11][CH2:10][CH:9]2[C:13]2[O:17][N:16]=[C:15]([C:18]3[CH:23]=[CH:22][CH:21]=[CH:20][N:19]=3)[CH:14]=2)[N:5]=[C:4]([NH:24][C:25]2[CH:29]=[C:28]([CH3:30])[NH:27][N:26]=2)[CH:3]=1.[NH:31]1[CH2:36][CH2:35][NH:34][CH2:33][CH2:32]1, predict the reaction product.